This data is from Forward reaction prediction with 1.9M reactions from USPTO patents (1976-2016). The task is: Predict the product of the given reaction. (1) Given the reactants [F:1][C:2]1[CH:7]=[C:6](I)[CH:5]=[CH:4][C:3]=1[NH:9][CH:10]=[O:11].C([O-])(=O)C.[K+].Br[C:18]1[CH:34]=[CH:33][C:21]([C:22]([C@@H:24]2[CH2:28][CH2:27][CH2:26][C@H:25]2[C:29]([O:31][CH3:32])=[O:30])=[O:23])=[CH:20][CH:19]=1.C(=O)([O-])[O-].[Cs+].[Cs+], predict the reaction product. The product is: [F:1][C:2]1[CH:7]=[C:6]([C:18]2[CH:19]=[CH:20][C:21]([C:22]([CH:24]3[CH2:28][CH2:27][CH2:26][CH:25]3[C:29]([O:31][CH3:32])=[O:30])=[O:23])=[CH:33][CH:34]=2)[CH:5]=[CH:4][C:3]=1[NH:9][CH:10]=[O:11]. (2) Given the reactants Br[CH2:2][C:3]([C:5]1[CH:10]=[CH:9][C:8]([Br:11])=[CH:7][C:6]=1F)=[O:4].[CH3:13][O:14][C:15]([NH:17][C@@H:18]1[CH:26]2[C:27](=[O:34])[CH2:28][C@H:29]([C:31]([OH:33])=[O:32])[CH2:30][N:24]3[C:25]2=[C:21]([CH:22]=[CH:23]3)[CH2:20][CH2:19]1)=[O:16].C(N(C(C)C)CC)(C)C, predict the reaction product. The product is: [Br:11][C:8]1[CH:9]=[CH:10][C:5]([C:3](=[O:4])[CH2:2][O:33][C:31]([C@@H:29]2[CH2:30][N:24]3[C:25]4[CH:26]([C@@H:18]([NH:17][C:15]([O:14][CH3:13])=[O:16])[CH2:19][CH2:20][C:21]=4[CH:22]=[CH:23]3)[C:27](=[O:34])[CH2:28]2)=[O:32])=[CH:6][CH:7]=1. (3) Given the reactants [Cl:1][C:2]1[CH:7]=[CH:6][C:5]([N:8]([C@H:12]2[C:21]3[C:16](=[CH:17][CH:18]=[CH:19][CH:20]=3)[N:15]([C:22](=[O:30])[C:23]3[CH:28]=[CH:27][C:26]([OH:29])=[CH:25][CH:24]=3)[C@@H:14]([CH3:31])[CH2:13]2)[C:9](=[O:11])[CH3:10])=[CH:4][CH:3]=1.C([O-])([O-])=O.[K+].[K+].Br[CH2:39][CH2:40][CH2:41][N:42]1[CH:46]=[CH:45][CH:44]=[CH:43]1, predict the reaction product. The product is: [Cl:1][C:2]1[CH:3]=[CH:4][C:5]([N:8]([C@H:12]2[C:21]3[C:16](=[CH:17][CH:18]=[CH:19][CH:20]=3)[N:15]([C:22](=[O:30])[C:23]3[CH:24]=[CH:25][C:26]([O:29][CH2:39][CH2:40][CH2:41][N:42]4[CH:46]=[CH:45][CH:44]=[CH:43]4)=[CH:27][CH:28]=3)[C@@H:14]([CH3:31])[CH2:13]2)[C:9](=[O:11])[CH3:10])=[CH:6][CH:7]=1. (4) Given the reactants C(O)C.[CH:4]1([C:7]2[N:12]=[C:11]([C:13]3[NH:14][O:15][C:16](=[O:18])[N:17]=3)[CH:10]=[C:9]([C:19]([F:22])([F:21])[F:20])[N:8]=2)[CH2:6][CH2:5]1.[CH:23]([CH:25]=[CH2:26])=[O:24], predict the reaction product. The product is: [CH:4]1([C:7]2[N:12]=[C:11]([C:13]3[N:17]([CH2:26][CH2:25][CH:23]=[O:24])[C:16](=[O:18])[O:15][N:14]=3)[CH:10]=[C:9]([C:19]([F:20])([F:22])[F:21])[N:8]=2)[CH2:5][CH2:6]1. (5) Given the reactants Cl[C:2]1[N:7]=[C:6]([O:8][CH:9]([CH3:11])[CH3:10])[C:5]([C:12]([NH:14][CH:15]2[CH:22]3[CH2:23][CH:18]4[CH2:19][C:20]([OH:25])([CH2:24][CH:16]2[CH2:17]4)[CH2:21]3)=[O:13])=[CH:4][N:3]=1.CC1C=CC(S(O)(=O)=O)=CC=1.[O:37]1[CH2:41][CH2:40][C@@H:39]([NH2:42])[CH2:38]1, predict the reaction product. The product is: [OH:25][C:20]12[CH2:24][CH:16]3[CH2:17][CH:18]([CH2:23][CH:22]([CH:15]3[NH:14][C:12]([C:5]3[C:6]([O:8][CH:9]([CH3:11])[CH3:10])=[N:7][C:2]([NH:42][C@@H:39]4[CH2:40][CH2:41][O:37][CH2:38]4)=[N:3][CH:4]=3)=[O:13])[CH2:21]1)[CH2:19]2.